This data is from Reaction yield outcomes from USPTO patents with 853,638 reactions. The task is: Predict the reaction yield, written as a fraction of the theoretical maximum amount of product (1.0 means a 100% yield; for example, 0.34 means a 34% yield). (1) The reactants are CO[C:3]([C:5]1[NH:6][N:7]=[C:8]([O:10][CH2:11][C:12]2[C:13]([C:18]3[CH:23]=[CH:22][C:21]([F:24])=[CH:20][CH:19]=3)=[N:14][O:15][C:16]=2[CH3:17])[CH:9]=1)=[O:4].COC(C1NN=C(OCC2C(C3C=CC=CC=3)=NOC=2C)C=1)=O.[NH2:48][N:49]1[CH2:54][CH2:53][O:52][CH2:51][CH2:50]1. No catalyst specified. The product is [N:49]1([NH:48][C:3]([C:5]2[NH:6][N:7]=[C:8]([O:10][CH2:11][C:12]3[C:13]([C:18]4[CH:19]=[CH:20][C:21]([F:24])=[CH:22][CH:23]=4)=[N:14][O:15][C:16]=3[CH3:17])[CH:9]=2)=[O:4])[CH2:54][CH2:53][O:52][CH2:51][CH2:50]1. The yield is 0.370. (2) The reactants are [CH3:1][C:2]1[N:6]([CH2:7][C:8]2[C:17]3[C:12](=[CH:13][CH:14]=[CH:15][CH:16]=3)[CH:11]=[CH:10][CH:9]=2)[C:5]2[CH:18]=[C:19]([N:25]3[CH2:30][CH2:29][O:28][CH2:27][CH2:26]3)[CH:20]=[C:21]([C:22](O)=[O:23])[C:4]=2[N:3]=1.[H-].[H-].[H-].[H-].[Li+].[Al+3]. The catalyst is O1CCCC1. The product is [CH3:1][C:2]1[N:6]([CH2:7][C:8]2[C:17]3[C:12](=[CH:13][CH:14]=[CH:15][CH:16]=3)[CH:11]=[CH:10][CH:9]=2)[C:5]2[CH:18]=[C:19]([N:25]3[CH2:30][CH2:29][O:28][CH2:27][CH2:26]3)[CH:20]=[C:21]([CH2:22][OH:23])[C:4]=2[N:3]=1. The yield is 0.170. (3) The reactants are Cl[C:2]1[N:14]=[C:13]([O:15][CH2:16][CH:17]([F:19])[F:18])[CH:12]=[CH:11][C:3]=1[C:4]([O:6][CH2:7]C(F)F)=[O:5].[CH3:20][O-:21].[Na+].O. The catalyst is C1COCC1. The product is [F:18][CH:17]([F:19])[CH2:16][O:15][C:13]1[CH:12]=[CH:11][C:3]([C:4]([O:6][CH3:7])=[O:5])=[C:2]([O:21][CH3:20])[N:14]=1. The yield is 0.260.